Predict the reactants needed to synthesize the given product. From a dataset of Full USPTO retrosynthesis dataset with 1.9M reactions from patents (1976-2016). (1) The reactants are: [CH3:1][C:2]([O:5][C:6]([N:8]1[C@@H:15]([C:16]2[CH:21]=[CH:20][C:19]([O:22][CH2:23][C:24]3[CH:29]=[CH:28][CH:27]=[CH:26][CH:25]=3)=[CH:18][CH:17]=2)[CH2:14][CH2:13][C@H:9]1[C:10](O)=[O:11])=[O:7])([CH3:4])[CH3:3].CC[N:32](C(C)C)C(C)C.CN(C(ON1N=NC2C=CC=CC1=2)=[N+](C)C)C.[B-](F)(F)(F)F.C[Si](C)(C)N[Si](C)(C)C.C([O-])(O)=O.[Na+]. Given the product [NH2:32][C:10]([C@@H:9]1[CH2:13][CH2:14][C@H:15]([C:16]2[CH:21]=[CH:20][C:19]([O:22][CH2:23][C:24]3[CH:29]=[CH:28][CH:27]=[CH:26][CH:25]=3)=[CH:18][CH:17]=2)[N:8]1[C:6]([O:5][C:2]([CH3:4])([CH3:3])[CH3:1])=[O:7])=[O:11], predict the reactants needed to synthesize it. (2) Given the product [Cl:26][C:27]1[CH:32]=[C:31]([F:33])[CH:30]=[CH:29][C:28]=1[CH2:34][C:35]([NH:1][C:2]1[CH:3]=[C:4]([C:8]2[C:16]3[C:11](=[CH:12][CH:13]=[C:14]([C:17]([NH2:19])=[O:18])[CH:15]=3)[NH:10][N:9]=2)[CH:5]=[CH:6][CH:7]=1)=[O:36], predict the reactants needed to synthesize it. The reactants are: [NH2:1][C:2]1[CH:3]=[C:4]([C:8]2[C:16]3[C:11](=[CH:12][CH:13]=[C:14]([C:17]([NH2:19])=[O:18])[CH:15]=3)[N:10](C3CCCCO3)[N:9]=2)[CH:5]=[CH:6][CH:7]=1.[Cl:26][C:27]1[CH:32]=[C:31]([F:33])[CH:30]=[CH:29][C:28]=1[CH2:34][C:35](O)=[O:36].CCN=C=NCCCN(C)C. (3) Given the product [CH:18]1[C:19]2=[C:10]3[C:11]([C:37]4[C:36]5[C:35](=[CH:41][CH:42]=[CH:21][C:20]2=5)[CH:40]=[CH:39][CH:38]=4)=[CH:12][CH:13]=[CH:14][C:15]3=[CH:16][CH:17]=1, predict the reactants needed to synthesize it. The reactants are: C(C1C=CC(N2[C:21]3[CH:20]=[CH:19][CH:18]=[CH:17][C:16]=3[C:15]3[C:10]2=[CH:11][CH:12]=[CH:13][CH:14]=3)=CC=1)#C.[C:35]1(P([C:35]2[CH:40]=[CH:39][CH:38]=[CH:37][CH:36]=2)[C:35]2[CH:40]=[CH:39][CH:38]=[CH:37][CH:36]=2)[CH:40]=[CH:39][CH:38]=[CH:37][CH:36]=1.[CH3:41][CH2:42]N(CC)CC. (4) Given the product [F:1][C:2]1[CH:3]=[C:4]([I:18])[CH:5]=[C:6]2[C:11]=1[NH:10][CH:9]=[C:8]([C:12]([OH:14])=[O:13])[C:7]2=[O:17], predict the reactants needed to synthesize it. The reactants are: [F:1][C:2]1[CH:3]=[C:4]([I:18])[CH:5]=[C:6]2[C:11]=1[NH:10][CH:9]=[C:8]([C:12]([O:14]CC)=[O:13])[C:7]2=[O:17].[OH-].[Na+].Cl. (5) The reactants are: Br[C:2]1[CH:18]=[CH:17][C:5]([O:6][CH2:7][CH2:8][O:9][Si:10]([C:13]([CH3:16])([CH3:15])[CH3:14])([CH3:12])[CH3:11])=[CH:4][CH:3]=1.C([Li])CCC.[Cl:24][C:25]1[CH:36]=[CH:35][C:28]([C:29](N(OC)C)=[O:30])=[CH:27][C:26]=1[S:37](=[O:40])(=[O:39])[NH2:38]. Given the product [C:13]([Si:10]([CH3:12])([CH3:11])[O:9][CH2:8][CH2:7][O:6][C:5]1[CH:17]=[CH:18][C:2]([C:29]([C:28]2[CH:35]=[CH:36][C:25]([Cl:24])=[C:26]([S:37]([NH2:38])(=[O:39])=[O:40])[CH:27]=2)=[O:30])=[CH:3][CH:4]=1)([CH3:16])([CH3:15])[CH3:14], predict the reactants needed to synthesize it.